From a dataset of Peptide-MHC class I binding affinity with 185,985 pairs from IEDB/IMGT. Regression. Given a peptide amino acid sequence and an MHC pseudo amino acid sequence, predict their binding affinity value. This is MHC class I binding data. (1) The peptide sequence is DLNGAQIKL. The MHC is HLA-A02:01 with pseudo-sequence HLA-A02:01. The binding affinity (normalized) is 0. (2) The peptide sequence is AFHQLVQVI. The MHC is HLA-A25:01 with pseudo-sequence HLA-A25:01. The binding affinity (normalized) is 0.0847. (3) The peptide sequence is LMRRFRFTV. The MHC is HLA-B15:17 with pseudo-sequence HLA-B15:17. The binding affinity (normalized) is 0.0847. (4) The peptide sequence is MTTEDMLTV. The MHC is HLA-A68:02 with pseudo-sequence HLA-A68:02. The binding affinity (normalized) is 0.727. (5) The peptide sequence is APSSGRGGNY. The MHC is Mamu-A2201 with pseudo-sequence Mamu-A2201. The binding affinity (normalized) is 0.790.